From a dataset of Full USPTO retrosynthesis dataset with 1.9M reactions from patents (1976-2016). Predict the reactants needed to synthesize the given product. (1) Given the product [OH:7][C:6]1[N:5]([C:9]2[CH:22]=[CH:21][C:12]([C:13]([NH:15][CH2:16][CH2:17][CH2:18][O:19][CH3:20])=[O:14])=[CH:11][N:10]=2)[N:4]=[CH:3][C:2]=1[C:29]1[CH:28]=[C:27]([CH3:34])[N:26]=[C:25]([O:24][CH3:23])[CH:30]=1, predict the reactants needed to synthesize it. The reactants are: Br[C:2]1[CH:3]=[N:4][N:5]([C:9]2[CH:22]=[CH:21][C:12]([C:13]([NH:15][CH2:16][CH2:17][CH2:18][O:19][CH3:20])=[O:14])=[CH:11][N:10]=2)[C:6]=1[O:7]C.[CH3:23][O:24][C:25]1[CH:30]=[C:29](B(O)O)[CH:28]=[C:27]([CH3:34])[N:26]=1. (2) Given the product [F:41][C:36]1[CH:37]=[CH:38][CH:39]=[CH:40][C:35]=1[CH2:34][O:33][CH2:32][CH2:31][CH2:30][O:29][C:26]1[CH:27]=[CH:28][C:23]([CH:22]2[CH2:21][CH2:20][NH:19][CH2:18][CH:17]2[NH:16][CH2:15][C:10]2[CH:11]=[C:12]3[C:7](=[CH:8][CH:9]=2)[CH:6]=[C:5]([C:3]([OH:4])=[O:2])[CH:14]=[CH:13]3)=[CH:24][CH:25]=1, predict the reactants needed to synthesize it. The reactants are: C[O:2][C:3]([C:5]1[CH:14]=[CH:13][C:12]2[C:7](=[CH:8][CH:9]=[C:10]([CH2:15][NH:16][CH:17]3[CH:22]([C:23]4[CH:28]=[CH:27][C:26]([O:29][CH2:30][CH2:31][CH2:32][O:33][CH2:34][C:35]5[CH:40]=[CH:39][CH:38]=[CH:37][C:36]=5[F:41])=[CH:25][CH:24]=4)[CH2:21][CH2:20][NH:19][CH2:18]3)[CH:11]=2)[CH:6]=1)=[O:4].[Li+].[OH-]. (3) Given the product [Cl:20][C:17]1[CH:18]=[CH:19][C:6]2[N:5]([C:3](=[O:4])[CH2:2][C:21]#[N:22])[C:11]3[CH:12]=[CH:13][CH:14]=[CH:15][C:10]=3[CH2:9][CH2:8][C:7]=2[CH:16]=1, predict the reactants needed to synthesize it. The reactants are: Cl[CH2:2][C:3]([N:5]1[C:11]2[CH:12]=[CH:13][CH:14]=[CH:15][C:10]=2[CH2:9][CH2:8][C:7]2[CH:16]=[C:17]([Cl:20])[CH:18]=[CH:19][C:6]1=2)=[O:4].[C-:21]#[N:22].[Na+]. (4) Given the product [CH2:1]([O:8][CH2:9][C:10]1[CH:11]=[C:12]([C:13]([O:15][CH2:16][CH3:17])=[O:14])[NH:22][N:21]=1)[C:2]1[CH:7]=[CH:6][CH:5]=[CH:4][CH:3]=1, predict the reactants needed to synthesize it. The reactants are: [CH2:1]([O:8][CH2:9][C:10](=O)[CH2:11][C:12](=O)[C:13]([O:15][CH2:16][CH3:17])=[O:14])[C:2]1[CH:7]=[CH:6][CH:5]=[CH:4][CH:3]=1.O.[NH2:21][NH2:22]. (5) The reactants are: [CH3:1][C:2]1[N:7]=[C:6]([NH2:8])[CH:5]=[CH:4][C:3]=1[N+:9]([O-:11])=[O:10].C(N1C=CN=C1)(N1C=CN=C1)=[O:13].C1[CH2:28][O:27][CH2:26][CH2:25]1. Given the product [CH3:28][O:27][CH2:26][C:25]([NH:8][C:6]1[CH:5]=[CH:4][C:3]([N+:9]([O-:11])=[O:10])=[C:2]([CH3:1])[N:7]=1)=[O:13], predict the reactants needed to synthesize it. (6) Given the product [Cl:1][C:2]1[C:17]([CH3:16])=[CH:8][CH:5]=[CH:4][N+:3]=1[O-:13], predict the reactants needed to synthesize it. The reactants are: [Cl:1][C:2]1C=C[C:5]([CH3:8])=[CH:4][N:3]=1.OO.NC(N)=[O:13].F[C:16](F)(F)[C:17](O)=O.S(S([O-])=O)([O-])=O.[Na+].[Na+].Cl.